Dataset: NCI-60 drug combinations with 297,098 pairs across 59 cell lines. Task: Regression. Given two drug SMILES strings and cell line genomic features, predict the synergy score measuring deviation from expected non-interaction effect. (1) Drug 1: C1CCC(C1)C(CC#N)N2C=C(C=N2)C3=C4C=CNC4=NC=N3. Drug 2: CC1CCCC2(C(O2)CC(NC(=O)CC(C(C(=O)C(C1O)C)(C)C)O)C(=CC3=CSC(=N3)C)C)C. Cell line: HOP-92. Synergy scores: CSS=2.22, Synergy_ZIP=-1.05, Synergy_Bliss=-0.967, Synergy_Loewe=-1.32, Synergy_HSA=-1.97. (2) Drug 1: CC1C(C(=O)NC(C(=O)N2CCCC2C(=O)N(CC(=O)N(C(C(=O)O1)C(C)C)C)C)C(C)C)NC(=O)C3=C4C(=C(C=C3)C)OC5=C(C(=O)C(=C(C5=N4)C(=O)NC6C(OC(=O)C(N(C(=O)CN(C(=O)C7CCCN7C(=O)C(NC6=O)C(C)C)C)C)C(C)C)C)N)C. Drug 2: CC(C)NC(=O)C1=CC=C(C=C1)CNNC.Cl. Cell line: BT-549. Synergy scores: CSS=14.1, Synergy_ZIP=1.07, Synergy_Bliss=4.60, Synergy_Loewe=-6.84, Synergy_HSA=4.81. (3) Drug 1: CC12CCC(CC1=CCC3C2CCC4(C3CC=C4C5=CN=CC=C5)C)O. Drug 2: CC1C(C(CC(O1)OC2CC(CC3=C2C(=C4C(=C3O)C(=O)C5=C(C4=O)C(=CC=C5)OC)O)(C(=O)C)O)N)O.Cl. Cell line: T-47D. Synergy scores: CSS=24.0, Synergy_ZIP=9.89, Synergy_Bliss=13.5, Synergy_Loewe=4.41, Synergy_HSA=13.6. (4) Drug 1: C1=CC(=CC=C1CC(C(=O)O)N)N(CCCl)CCCl.Cl. Drug 2: C1CCC(C(C1)N)N.C(=O)(C(=O)[O-])[O-].[Pt+4]. Cell line: OVCAR-8. Synergy scores: CSS=12.1, Synergy_ZIP=-8.43, Synergy_Bliss=-4.59, Synergy_Loewe=-8.05, Synergy_HSA=-4.12.